From a dataset of Forward reaction prediction with 1.9M reactions from USPTO patents (1976-2016). Predict the product of the given reaction. Given the reactants [NH:1]([C:3]([NH:5][C:6]1[CH:10]=[C:9]([C:11]([O:13][CH3:14])=[O:12])[N:8]([CH2:15][C:16]2[CH:21]=[CH:20][C:19]([O:22][CH3:23])=[CH:18][CH:17]=2)[N:7]=1)=[O:4])[NH2:2].[CH:24](OC)(OC)OC.O.C1(C)C=CC(S(O)(=O)=O)=CC=1, predict the reaction product. The product is: [CH3:23][O:22][C:19]1[CH:18]=[CH:17][C:16]([CH2:15][N:8]2[C:9]([C:11]([O:13][CH3:14])=[O:12])=[CH:10][C:6]([N:5]3[C:3](=[O:4])[NH:1][N:2]=[CH:24]3)=[N:7]2)=[CH:21][CH:20]=1.